From a dataset of Full USPTO retrosynthesis dataset with 1.9M reactions from patents (1976-2016). Predict the reactants needed to synthesize the given product. (1) Given the product [C:23]([O:1][C:2]12[C:20]3[C:15](=[CH:16][CH:17]=[CH:18][CH:19]=3)[C:14](=[O:21])[C:3]1([OH:22])[C:4]1[CH:5]=[CH:6][C:7]([CH:11]([CH3:12])[CH3:13])=[CH:8][C:9]=1[O:10]2)(=[O:26])[CH:24]=[CH2:25], predict the reactants needed to synthesize it. The reactants are: [OH:1][C:2]12[C:20]3[C:15](=[CH:16][CH:17]=[CH:18][CH:19]=3)[C:14](=[O:21])[C:3]1([OH:22])[C:4]1[C:9]([O:10]2)=[CH:8][C:7]([CH:11]([CH3:13])[CH3:12])=[CH:6][CH:5]=1.[C:23](Cl)(=[O:26])[CH:24]=[CH2:25].CN(C)C. (2) Given the product [C:24]([O:28][C:29](=[O:45])[C:30]1[CH:35]=[CH:34][CH:33]=[C:32]([O:36][C:37]2[CH:42]=[CH:41][C:40]([NH:43][C:9]3[C:4]4[CH:3]=[C:2]([F:1])[N:12]=[CH:11][C:5]=4[N:6]=[CH:7][N:8]=3)=[CH:39][C:38]=2[CH3:44])[CH:31]=1)([CH3:27])([CH3:26])[CH3:25], predict the reactants needed to synthesize it. The reactants are: [F:1][C:2]1[N:12]=[CH:11][C:5]2[N:6]=[CH:7][NH:8][C:9](=O)[C:4]=2[CH:3]=1.O=S(Cl)Cl.CCN(CC)CC.[C:24]([O:28][C:29](=[O:45])[C:30]1[CH:35]=[CH:34][CH:33]=[C:32]([O:36][C:37]2[CH:42]=[CH:41][C:40]([NH2:43])=[CH:39][C:38]=2[CH3:44])[CH:31]=1)([CH3:27])([CH3:26])[CH3:25]. (3) Given the product [Cl:24][C:25]1[C:33]([C:34]([F:37])([F:36])[F:35])=[CH:32][CH:31]=[CH:30][C:26]=1[C:27]([N:9]1[CH2:10][CH2:11][C:5]2[C:4]([C:13]3[NH:17][N:16]=[CH:15][CH:14]=3)=[N:3][CH:2]=[N:7][C:6]=2[CH:8]1[CH3:39])=[O:28], predict the reactants needed to synthesize it. The reactants are: C[C:2]1[N:3]=[C:4]([C:13]2[N:17](C3CCCCO3)[N:16]=[CH:15][CH:14]=2)[C:5]2[CH2:11][CH:10](C)[NH:9][CH2:8][C:6]=2[N:7]=1.[Cl:24][C:25]1[C:33]([C:34]([F:37])([F:36])[F:35])=[CH:32][CH:31]=[CH:30][C:26]=1[C:27](Cl)=[O:28].F[C:39]1C(C(F)(F)F)=CC=CC=1C(Cl)=O.